From a dataset of CYP1A2 inhibition data for predicting drug metabolism from PubChem BioAssay. Regression/Classification. Given a drug SMILES string, predict its absorption, distribution, metabolism, or excretion properties. Task type varies by dataset: regression for continuous measurements (e.g., permeability, clearance, half-life) or binary classification for categorical outcomes (e.g., BBB penetration, CYP inhibition). Dataset: cyp1a2_veith. (1) The compound is Cc1cccc(C(=O)NNC(=O)C2CCCO2)c1. The result is 0 (non-inhibitor). (2) The compound is COC(=O)N1CCC2(CCCN(C(=O)Nc3cccc(F)c3)C2)CC1. The result is 0 (non-inhibitor). (3) The result is 0 (non-inhibitor). The compound is CO[C@@H]1COC(=O)[C@H]2CCCN2C(=O)C/C=C\[C@@H](C)[C@H](OC)COC(=O)C/C=C\[C@@H]1C. (4) The molecule is COc1cccc(Nc2ncc3nc(C)c(=O)n(CCc4ccccc4)c3n2)c1. The result is 1 (inhibitor). (5) The drug is O=C(NC1CCCCC1)C(c1ccccc1)N1CCOCC1. The result is 0 (non-inhibitor).